From a dataset of Catalyst prediction with 721,799 reactions and 888 catalyst types from USPTO. Predict which catalyst facilitates the given reaction. (1) Reactant: [NH2:1][C:2]1[N:6]=[CH:5][NH:4][N:3]=1.[F:7][C:8]1[CH:13]=[CH:12][CH:11]=[C:10]([CH3:14])[C:9]=1[CH:15]([C:21](OCC)=[O:22])[C:16](OCC)=[O:17].C(N(CCCC)CCCC)CCC.[OH-].[Na+]. Product: [OH:17][C:16]1[C:15]([C:9]2[C:10]([CH3:14])=[CH:11][CH:12]=[CH:13][C:8]=2[F:7])=[C:21]([OH:22])[N:3]2[N:4]=[CH:5][N:6]=[C:2]2[N:1]=1. The catalyst class is: 6. (2) Reactant: [Cl-].[F:2][C:3]1[CH:28]=[CH:27][C:6]([CH2:7][P+](C2C=CC=CC=2)(C2C=CC=CC=2)C2C=CC=CC=2)=[CH:5][CH:4]=1.[Li]CCCC.[Br:34][C:35]1[S:39][C:38]([CH:40]=O)=[CH:37][CH:36]=1.O. Product: [F:2][C:3]1[CH:4]=[CH:5][C:6](/[CH:7]=[CH:40]\[C:38]2[S:39][C:35]([Br:34])=[CH:36][CH:37]=2)=[CH:27][CH:28]=1. The catalyst class is: 1.